From a dataset of Catalyst prediction with 721,799 reactions and 888 catalyst types from USPTO. Predict which catalyst facilitates the given reaction. (1) Reactant: C([O:3][C:4](=O)[CH2:5][O:6][C:7]1[CH:16]=[C:15]2[C:10]([C:11]([N:18]3[CH2:22][CH2:21][CH2:20][CH2:19]3)=[CH:12][C:13]([CH3:17])=[N:14]2)=[CH:9][CH:8]=1)C.[BH4-].[Na+].Cl. Product: [CH3:17][C:13]1[CH:12]=[C:11]([N:18]2[CH2:19][CH2:20][CH2:21][CH2:22]2)[C:10]2[C:15](=[CH:16][C:7]([O:6][CH2:5][CH2:4][OH:3])=[CH:8][CH:9]=2)[N:14]=1. The catalyst class is: 8. (2) Reactant: C([O:4][CH:5]1[CH:13]2[N:9]([CH2:10][CH:11]([O:21][C@@H:22]([C:24]3[CH:29]=[C:28]([C:30]([F:33])([F:32])[F:31])[CH:27]=[C:26]([C:34]([F:37])([F:36])[F:35])[CH:25]=3)[CH3:23])[CH:12]2[C:14]2[CH:19]=[CH:18][C:17]([F:20])=[CH:16][CH:15]=2)[C:8](=[O:38])[CH2:7][CH2:6]1)(=O)C.C([O-])([O-])=O.[K+].[K+]. Product: [F:37][C:34]([F:35])([F:36])[C:26]1[CH:25]=[C:24]([C@H:22]([O:21][C@H:11]2[CH2:10][N:9]3[C@@H:13]([CH:5]([OH:4])[CH2:6][CH2:7][C:8]3=[O:38])[C@@H:12]2[C:14]2[CH:15]=[CH:16][C:17]([F:20])=[CH:18][CH:19]=2)[CH3:23])[CH:29]=[C:28]([C:30]([F:31])([F:32])[F:33])[CH:27]=1. The catalyst class is: 5. (3) Reactant: [NH2:1][C:2]1[S:3][C:4]2[CH:10]=[C:9]([S:11][C:12]#[N:13])[C:8]([F:14])=[CH:7][C:5]=2[N:6]=1.[CH:15]1([C:18](Cl)=[O:19])[CH2:17][CH2:16]1. Product: [CH:15]1([C:18]([NH:1][C:2]2[S:3][C:4]3[CH:10]=[C:9]([S:11][C:12]#[N:13])[C:8]([F:14])=[CH:7][C:5]=3[N:6]=2)=[O:19])[CH2:17][CH2:16]1. The catalyst class is: 17. (4) Reactant: [NH2:1][C:2]1[N:3]=[C:4]([Cl:35])[C:5]2[CH:10]=[CH:9][N:8]([C@@H:11]3[O:26][C@H:25]([CH2:27][O:28][CH:29]4[CH2:34][CH2:33][CH2:32][CH2:31][O:30]4)[C@@H:17]([O:18][CH:19]4[CH2:24][CH2:23][CH2:22][CH2:21][O:20]4)[C@@H:12]3[O:13]C(=O)C)[C:6]=2[N:7]=1. Product: [NH2:1][C:2]1[N:3]=[C:4]([Cl:35])[C:5]2[CH:10]=[CH:9][N:8]([C@@H:11]3[O:26][C@H:25]([CH2:27][O:28][CH:29]4[CH2:34][CH2:33][CH2:32][CH2:31][O:30]4)[C@@H:17]([O:18][CH:19]4[CH2:24][CH2:23][CH2:22][CH2:21][O:20]4)[C@@H:12]3[OH:13])[C:6]=2[N:7]=1. The catalyst class is: 328. (5) Reactant: CO[C:3]1[CH:4]=[C:5]2[C:10](=[C:11]3[CH2:15][C:14]([CH3:17])([CH3:16])[O:13][C:12]=13)[C:9]([C:18]1[CH:23]=[CH:22][CH:21]=[CH:20][CH:19]=1)=[N:8][C:7]([CH3:25])([CH3:24])[CH2:6]2.[Cl-].[NH4+:27]. Product: [CH3:24][C:7]1([CH3:25])[CH2:6][C:5]2[C:10](=[C:11]3[CH2:15][C:14]([CH3:17])([CH3:16])[O:13][C:12]3=[C:3]([NH2:27])[CH:4]=2)[C:9]([C:18]2[CH:23]=[CH:22][CH:21]=[CH:20][CH:19]=2)=[N:8]1. The catalyst class is: 547.